This data is from NCI-60 drug combinations with 297,098 pairs across 59 cell lines. The task is: Regression. Given two drug SMILES strings and cell line genomic features, predict the synergy score measuring deviation from expected non-interaction effect. (1) Drug 1: CC1C(C(=O)NC(C(=O)N2CCCC2C(=O)N(CC(=O)N(C(C(=O)O1)C(C)C)C)C)C(C)C)NC(=O)C3=C4C(=C(C=C3)C)OC5=C(C(=O)C(=C(C5=N4)C(=O)NC6C(OC(=O)C(N(C(=O)CN(C(=O)C7CCCN7C(=O)C(NC6=O)C(C)C)C)C)C(C)C)C)N)C. Drug 2: C1CN(P(=O)(OC1)NCCCl)CCCl. Cell line: HOP-92. Synergy scores: CSS=6.79, Synergy_ZIP=-1.88, Synergy_Bliss=1.16, Synergy_Loewe=-9.59, Synergy_HSA=-2.02. (2) Drug 1: CCC1(CC2CC(C3=C(CCN(C2)C1)C4=CC=CC=C4N3)(C5=C(C=C6C(=C5)C78CCN9C7C(C=CC9)(C(C(C8N6C=O)(C(=O)OC)O)OC(=O)C)CC)OC)C(=O)OC)O.OS(=O)(=O)O. Drug 2: C1C(C(OC1N2C=NC3=C(N=C(N=C32)Cl)N)CO)O. Cell line: LOX IMVI. Synergy scores: CSS=37.9, Synergy_ZIP=-10.1, Synergy_Bliss=-2.95, Synergy_Loewe=-7.53, Synergy_HSA=-0.153.